Dataset: Forward reaction prediction with 1.9M reactions from USPTO patents (1976-2016). Task: Predict the product of the given reaction. Given the reactants [Cl:1][C:2]1[CH:3]=[C:4]([C:9]2([OH:21])[CH2:13][CH2:12][N:11](C(OC(C)(C)C)=O)[CH2:10]2)[CH:5]=[C:6]([F:8])[CH:7]=1.FC(F)(F)C(O)=O, predict the reaction product. The product is: [Cl:1][C:2]1[CH:3]=[C:4]([C:9]2([OH:21])[CH2:13][CH2:12][NH:11][CH2:10]2)[CH:5]=[C:6]([F:8])[CH:7]=1.